The task is: Regression. Given a peptide amino acid sequence and an MHC pseudo amino acid sequence, predict their binding affinity value. This is MHC class I binding data.. This data is from Peptide-MHC class I binding affinity with 185,985 pairs from IEDB/IMGT. The peptide sequence is FSDLANSHQRS. The MHC is H-2-Kb with pseudo-sequence H-2-Kb. The binding affinity (normalized) is 0.176.